This data is from Forward reaction prediction with 1.9M reactions from USPTO patents (1976-2016). The task is: Predict the product of the given reaction. (1) Given the reactants [C:1]([C@@H:3]1[CH2:7][C@@H:6]([OH:8])[CH2:5][N:4]1[C:9](=[O:33])[C@@H:10]([NH:15][C:16]([O:18][CH2:19][C:20]1[C:32]2[CH2:31][C:30]3[C:25](=[CH:26][CH:27]=[CH:28][CH:29]=3)[C:24]=2[CH:23]=[CH:22][CH:21]=1)=[O:17])[C@@H:11]([CH3:14])[CH2:12][CH3:13])#[N:2].C1(P(C2C=CC=CC=2)C2C=CC=CC=2)C=CC=CC=1.[C:53](O)(=[O:55])[CH3:54].N(C(OCC)=O)=NC(OCC)=O, predict the reaction product. The product is: [C:53]([O:8][C@@H:6]1[CH2:5][N:4]([C:9](=[O:33])[C@@H:10]([NH:15][C:16]([O:18][CH2:19][C:20]2[C:32]3[CH2:31][C:30]4[C:25](=[CH:26][CH:27]=[CH:28][CH:29]=4)[C:24]=3[CH:23]=[CH:22][CH:21]=2)=[O:17])[C@@H:11]([CH3:14])[CH2:12][CH3:13])[C@H:3]([C:1]#[N:2])[CH2:7]1)(=[O:55])[CH3:54]. (2) The product is: [CH2:1]([O:5][CH2:6][CH2:7][O:8][C:9]1[CH:14]=[CH:13][C:12]([C:15]2[CH:16]=[CH:17][C:18]3[N:24]([C:25](=[O:30])[C:26]([F:27])([F:28])[F:29])[CH2:23][CH2:22][C:21]([C:31]([NH:57][C:58]4[CH:63]=[CH:62][C:61]([CH:64]([OH:65])[C:66]5[CH:71]=[CH:70][CH:69]=[C:68]([CH3:72])[N:67]=5)=[CH:60][CH:59]=4)=[O:32])=[CH:20][C:19]=3[CH:34]=2)=[CH:11][CH:10]=1)[CH2:2][CH2:3][CH3:4]. Given the reactants [CH2:1]([O:5][CH2:6][CH2:7][O:8][C:9]1[CH:14]=[CH:13][C:12]([C:15]2[CH:16]=[CH:17][C:18]3[N:24]([C:25](=[O:30])[C:26]([F:29])([F:28])[F:27])[CH2:23][CH2:22][C:21]([C:31](O)=[O:32])=[CH:20][C:19]=3[CH:34]=2)=[CH:11][CH:10]=1)[CH2:2][CH2:3][CH3:4].ON1C2C=CC=CC=2N=N1.Cl.C(N=C=NCCCN(C)C)C.[NH2:57][C:58]1[CH:63]=[CH:62][C:61]([CH:64]([C:66]2[CH:71]=[CH:70][CH:69]=[C:68]([CH3:72])[N:67]=2)[OH:65])=[CH:60][CH:59]=1, predict the reaction product. (3) Given the reactants [F:1][C:2]1[CH:3]=[C:4]2[C:8](=[CH:9][CH:10]=1)[NH:7][C:6]([C:11]([N:13]1[CH2:18][CH2:17][CH2:16][CH2:15][CH2:14]1)=[O:12])=[CH:5]2.[NH2:19][C:20]1[CH:25]=[CH:24][CH:23]=[CH:22][C:21]=1[S:26][S:26][C:21]1[CH:22]=[CH:23][CH:24]=[CH:25][C:20]=1[NH2:19], predict the reaction product. The product is: [NH2:19][C:20]1[CH:25]=[CH:24][CH:23]=[CH:22][C:21]=1[S:26][C:5]1[C:4]2[C:8](=[CH:9][CH:10]=[C:2]([F:1])[CH:3]=2)[NH:7][C:6]=1[C:11]([N:13]1[CH2:18][CH2:17][CH2:16][CH2:15][CH2:14]1)=[O:12].